From a dataset of Forward reaction prediction with 1.9M reactions from USPTO patents (1976-2016). Predict the product of the given reaction. (1) The product is: [OH:24][N:23]=[C:1]([C:3]1[CH:8]=[CH:7][C:6]([CH:9]([N:13]([CH3:22])[CH2:14][C:15]([O:17][C:18]([CH3:20])([CH3:19])[CH3:21])=[O:16])[CH2:10][O:11][CH3:12])=[CH:5][CH:4]=1)[NH2:2]. Given the reactants [C:1]([C:3]1[CH:8]=[CH:7][C:6]([CH:9]([N:13]([CH3:22])[CH2:14][C:15]([O:17][C:18]([CH3:21])([CH3:20])[CH3:19])=[O:16])[CH2:10][O:11][CH3:12])=[CH:5][CH:4]=1)#[N:2].[NH2:23][OH:24], predict the reaction product. (2) Given the reactants Cl.[CH3:2][C:3]1([C:17]([O:19]CC)=[O:18])[CH2:8][CH2:7][N:6]([C:9]2[CH2:16][C:12]3([CH2:15][NH:14][CH2:13]3)[O:11][N:10]=2)[CH2:5][CH2:4]1.[F:22][C:23]1[CH:28]=[CH:27][C:26]([N:29]2[C:33]3[N:34]=[C:35]([CH:37]([CH3:39])[CH3:38])[S:36][C:32]=3[C:31]([CH:40]=O)=[N:30]2)=[CH:25][CH:24]=1, predict the reaction product. The product is: [F:22][C:23]1[CH:28]=[CH:27][C:26]([N:29]2[C:33]3[N:34]=[C:35]([CH:37]([CH3:38])[CH3:39])[S:36][C:32]=3[C:31]([CH2:40][N:14]3[CH2:15][C:12]4([CH2:16][C:9]([N:6]5[CH2:7][CH2:8][C:3]([CH3:2])([C:17]([OH:19])=[O:18])[CH2:4][CH2:5]5)=[N:10][O:11]4)[CH2:13]3)=[N:30]2)=[CH:25][CH:24]=1. (3) Given the reactants [Br:1][C:2]1[C:11]2[O:10][CH:9]([CH:12]([CH3:14])[CH3:13])[CH2:8][NH:7][C:6]=2[CH:5]=[CH:4][CH:3]=1.N1C=CC=CC=1.[CH2:21]([O:23][C:24](=[O:30])/[CH:25]=[CH:26]/[C:27](Cl)=[O:28])[CH3:22].O, predict the reaction product. The product is: [CH2:21]([O:23][C:24](=[O:30])/[CH:25]=[CH:26]/[C:27]([N:7]1[C:6]2[CH:5]=[CH:4][CH:3]=[C:2]([Br:1])[C:11]=2[O:10][CH:9]([CH:12]([CH3:14])[CH3:13])[CH2:8]1)=[O:28])[CH3:22]. (4) Given the reactants Br[CH2:2][C:3]1[CH:8]=[CH:7][C:6]([CH2:9][CH2:10][C:11]2[N:12]=[C:13]([NH:26][C:27](=[O:29])[CH3:28])[S:14][C:15]=2[C:16]2[CH:21]=[CH:20][C:19]([S:22]([CH3:25])(=[O:24])=[O:23])=[CH:18][CH:17]=2)=[CH:5][CH:4]=1.[Na].O.C(O)C.C[N:36](C)C=O, predict the reaction product. The product is: [NH2:36][CH2:2][C:3]1[CH:8]=[CH:7][C:6]([CH2:9][CH2:10][C:11]2[N:12]=[C:13]([NH:26][C:27](=[O:29])[CH3:28])[S:14][C:15]=2[C:16]2[CH:21]=[CH:20][C:19]([S:22]([CH3:25])(=[O:24])=[O:23])=[CH:18][CH:17]=2)=[CH:5][CH:4]=1. (5) Given the reactants [CH3:1][C:2]1[C:3]([N:8]2[CH2:13][CH2:12][CH:11]([C:14]([OH:16])=O)[CH2:10][CH2:9]2)=[N:4][CH:5]=[CH:6][CH:7]=1.C(Cl)(=O)C(Cl)=O.[CH3:23][C:24]1[CH:25]=[CH:26][C:27]2[NH:36][CH2:35][CH2:34][C:33]3[N:32]=[C:31]([N:37]4[CH2:42][CH2:41][O:40][CH2:39][CH2:38]4)[NH:30][C:29]=3[C:28]=2[CH:43]=1.C(N(CC)CC)C, predict the reaction product. The product is: [CH3:23][C:24]1[CH:25]=[CH:26][C:27]2[N:36]([C:14]([CH:11]3[CH2:10][CH2:9][N:8]([C:3]4[C:2]([CH3:1])=[CH:7][CH:6]=[CH:5][N:4]=4)[CH2:13][CH2:12]3)=[O:16])[CH2:35][CH2:34][C:33]3[N:32]=[C:31]([N:37]4[CH2:38][CH2:39][O:40][CH2:41][CH2:42]4)[NH:30][C:29]=3[C:28]=2[CH:43]=1. (6) Given the reactants C([O:4][C@@H:5]1[C@H:9]([O:10]C(=O)C)[C@@H:8]([C:14]2[N:15]=[N:16][N:17]([CH2:19][CH3:20])[N:18]=2)[O:7][C@H:6]1[N:21]1[CH:29]=[N:28][C:27]2[C:22]1=[N:23][C:24]([NH:76][CH2:77][CH2:78][C:79]1[N:80]=[CH:81][N:82]([CH3:84])[CH:83]=1)=[N:25][C:26]=2[NH:30][C@H:31]1[CH2:36][CH2:35][C@H:34]([NH:37][C:38]2[N:46]=[C:45]([NH:47][CH2:48][CH2:49][C:50]3[N:51]=[CH:52][N:53]([CH3:55])[CH:54]=3)[N:44]=[C:43]3[C:39]=2[N:40]=[CH:41][N:42]3[C@H:56]2[C@H:60]([O:61]C(=O)C)[C@H:59]([O:65]C(=O)C)[C@@H:58]([C:69]3[N:70]=[N:71][N:72]([CH2:74][CH3:75])[N:73]=3)[O:57]2)[CH2:33][CH2:32]1)(=O)C.C[O-].[Na+], predict the reaction product. The product is: [C@H:34]1([NH:37][C:38]2[N:46]=[C:45]([NH:47][CH2:48][CH2:49][C:50]3[N:51]=[CH:52][N:53]([CH3:55])[CH:54]=3)[N:44]=[C:43]3[C:39]=2[N:40]=[CH:41][N:42]3[C@H:56]2[C@H:60]([OH:61])[C@H:59]([OH:65])[C@@H:58]([C:69]3[N:70]=[N:71][N:72]([CH2:74][CH3:75])[N:73]=3)[O:57]2)[CH2:33][CH2:32][C@H:31]([NH:30][C:26]2[N:25]=[C:24]([NH:76][CH2:77][CH2:78][C:79]3[N:80]=[CH:81][N:82]([CH3:84])[CH:83]=3)[N:23]=[C:22]3[C:27]=2[N:28]=[CH:29][N:21]3[C@H:6]2[C@H:5]([OH:4])[C@H:9]([OH:10])[C@@H:8]([C:14]3[N:15]=[N:16][N:17]([CH2:19][CH3:20])[N:18]=3)[O:7]2)[CH2:36][CH2:35]1.